Task: Binary Classification. Given a drug SMILES string, predict its activity (active/inactive) in a high-throughput screening assay against a specified biological target.. Dataset: HIV replication inhibition screening data with 41,000+ compounds from the AIDS Antiviral Screen (1) The drug is CC(=O)NCC1OC2COC(c3ccccc3)OC2C2N=C(c3ccccc3)OC12. The result is 0 (inactive). (2) The compound is N#CC(C#N)=Cc1ccc(Cl)cc1. The result is 0 (inactive).